Dataset: Catalyst prediction with 721,799 reactions and 888 catalyst types from USPTO. Task: Predict which catalyst facilitates the given reaction. (1) Reactant: [CH3:1][O:2][C:3]([CH:5]1[CH2:10][CH2:9][CH2:8][CH:7]([CH2:11][CH2:12][C:13]([O:15][C:16]([CH3:19])([CH3:18])[CH3:17])=[O:14])[NH:6]1)=[O:4].C(N(CC)CC)C.[CH3:27][C:28]([O:31][C:32](O[C:32]([O:31][C:28]([CH3:30])([CH3:29])[CH3:27])=[O:33])=[O:33])([CH3:30])[CH3:29]. Product: [CH3:1][O:2][C:3]([CH:5]1[CH2:10][CH2:9][CH2:8][CH:7]([CH2:11][CH2:12][C:13]([O:15][C:16]([CH3:19])([CH3:18])[CH3:17])=[O:14])[N:6]1[C:32]([O:31][C:28]([CH3:30])([CH3:29])[CH3:27])=[O:33])=[O:4]. The catalyst class is: 2. (2) Reactant: [CH3:1][C:2]1[N:7]=[C:6]2[O:8][C:9]3[C:14](B4OC(C)(C)C(C)(C)O4)=[CH:13][C:12]([CH3:24])=[CH:11][C:10]=3[C:5]2=[CH:4][CH:3]=1.Cl[C:26]1[CH:35]=[CH:34][C:33]2[C:28](=[CH:29][CH:30]=[CH:31][C:32]=2[Cl:36])[N:27]=1.C([O-])([O-])=O.[K+].[K+]. Product: [Cl:36][C:32]1[CH:31]=[CH:30][CH:29]=[C:28]2[C:33]=1[CH:34]=[CH:35][C:26]([C:14]1[C:9]3[O:8][C:6]4[C:5]([C:10]=3[CH:11]=[C:12]([CH3:24])[CH:13]=1)=[CH:4][CH:3]=[C:2]([CH3:1])[N:7]=4)=[N:27]2. The catalyst class is: 398. (3) Reactant: [C:1]([C:5]1[CH:10]=[CH:9][C:8]([NH:11][C:12](=O)[C:13]2[CH:18]=[CH:17][N:16]=[CH:15][CH:14]=2)=[C:7]([OH:20])[CH:6]=1)([CH3:4])([CH3:3])[CH3:2].C(Cl)(Cl)(Cl)Cl.C1(P(C2C=CC=CC=2)C2C=CC=CC=2)C=CC=CC=1.C(N(CC)CC)C. Product: [C:1]([C:5]1[CH:10]=[CH:9][C:8]2[N:11]=[C:12]([C:13]3[CH:14]=[CH:15][N:16]=[CH:17][CH:18]=3)[O:20][C:7]=2[CH:6]=1)([CH3:2])([CH3:3])[CH3:4]. The catalyst class is: 6. (4) Reactant: C[O:2][C:3](=[O:20])[C:4]([N:7]([CH2:18][CH3:19])[S:8]([C:11]1[CH:16]=[CH:15][CH:14]=[CH:13][C:12]=1[CH3:17])(=[O:10])=[O:9])([CH3:6])[CH3:5].C1COCC1.CO.O[Li].O. Product: [CH2:18]([N:7]([C:4]([CH3:5])([CH3:6])[C:3]([OH:20])=[O:2])[S:8]([C:11]1[CH:16]=[CH:15][CH:14]=[CH:13][C:12]=1[CH3:17])(=[O:10])=[O:9])[CH3:19]. The catalyst class is: 6. (5) Reactant: [NH2:1][C:2]1[C:9]([I:10])=[CH:8][C:5]([C:6]#[N:7])=[C:4]([C:11]([F:14])([F:13])[F:12])[CH:3]=1.CC(C)([O-])C.[K+].[CH3:21][S:22](Cl)(=[O:24])=[O:23]. Product: [C:6]([C:5]1[C:4]([C:11]([F:14])([F:12])[F:13])=[CH:3][C:2]([NH:1][S:22]([CH3:21])(=[O:24])=[O:23])=[C:9]([I:10])[CH:8]=1)#[N:7]. The catalyst class is: 1. (6) Reactant: [C:1]([S:4][CH2:5][CH2:6][CH2:7][CH2:8][C:9]1[CH:10]=[C:11]2[C:17]3([CH2:21][CH2:20][N:19]([C:22]([O:24][C:25]([CH3:28])([CH3:27])[CH3:26])=[O:23])[CH2:18]3)[CH2:16][N:15]([C:29]([O:31][CH2:32][CH2:33][Si:34]([CH3:37])([CH3:36])[CH3:35])=[O:30])[C:12]2=[CH:13][CH:14]=1)(=O)C.[OH-].[Na+].IC.O. Product: [CH3:1][S:4][CH2:5][CH2:6][CH2:7][CH2:8][C:9]1[CH:10]=[C:11]2[C:17]3([CH2:21][CH2:20][N:19]([C:22]([O:24][C:25]([CH3:28])([CH3:27])[CH3:26])=[O:23])[CH2:18]3)[CH2:16][N:15]([C:29]([O:31][CH2:32][CH2:33][Si:34]([CH3:37])([CH3:36])[CH3:35])=[O:30])[C:12]2=[CH:13][CH:14]=1. The catalyst class is: 111. (7) Reactant: [C:1]1([C:7]2([CH2:13][OH:14])[CH2:12][CH2:11][NH:10][CH2:9][CH2:8]2)[CH:6]=[CH:5][CH:4]=[CH:3][CH:2]=1.C=O.O1CCOC[CH2:18]1.Cl. Product: [NH:10]1[CH2:9][CH2:8][C:7]2([C:1]3[C:2](=[CH:3][CH:4]=[CH:5][CH:6]=3)[CH2:18][O:14][CH2:13]2)[CH2:12][CH2:11]1. The catalyst class is: 13. (8) Reactant: CC1C=CC(S(OCC2CC3C=CC=C(C4C=CC5C(=CC=CC=5)C=4)C=3O2)(=O)=O)=CC=1.[N-]=[N+]=[N-].[Na+].N(CC1CC2C=C(Cl)C=C(C3C=CSC=3)C=2O1)=[N+]=[N-].[N:55]([CH2:58][CH:59]1[CH2:63][C:62]2[CH:64]=[CH:65][CH:66]=[C:67]([C:68]3[CH:77]=[CH:76][C:75]4[C:70](=[CH:71][CH:72]=[CH:73][CH:74]=4)[CH:69]=3)[C:61]=2[O:60]1)=[N+]=[N-].[N-]=[N+]=[N-]. Product: [CH:69]1[C:70]2[C:75](=[CH:74][CH:73]=[CH:72][CH:71]=2)[CH:76]=[CH:77][C:68]=1[C:67]1[C:61]2[O:60][CH:59]([CH2:58][NH2:55])[CH2:63][C:62]=2[CH:64]=[CH:65][CH:66]=1. The catalyst class is: 45.